The task is: Regression. Given two drug SMILES strings and cell line genomic features, predict the synergy score measuring deviation from expected non-interaction effect.. This data is from NCI-60 drug combinations with 297,098 pairs across 59 cell lines. (1) Drug 1: CCC1=CC2CC(C3=C(CN(C2)C1)C4=CC=CC=C4N3)(C5=C(C=C6C(=C5)C78CCN9C7C(C=CC9)(C(C(C8N6C)(C(=O)OC)O)OC(=O)C)CC)OC)C(=O)OC.C(C(C(=O)O)O)(C(=O)O)O. Drug 2: C1=NC(=NC(=O)N1C2C(C(C(O2)CO)O)O)N. Cell line: NCI/ADR-RES. Synergy scores: CSS=3.04, Synergy_ZIP=-0.0303, Synergy_Bliss=0.992, Synergy_Loewe=0.125, Synergy_HSA=0.131. (2) Drug 1: CN1C(=O)N2C=NC(=C2N=N1)C(=O)N. Drug 2: COC1=C2C(=CC3=C1OC=C3)C=CC(=O)O2. Cell line: NCI-H322M. Synergy scores: CSS=-4.01, Synergy_ZIP=1.98, Synergy_Bliss=-1.43, Synergy_Loewe=-4.68, Synergy_HSA=-6.22. (3) Drug 1: CC1=C(C(=O)C2=C(C1=O)N3CC4C(C3(C2COC(=O)N)OC)N4)N. Drug 2: CC1(CCCN1)C2=NC3=C(C=CC=C3N2)C(=O)N. Cell line: UACC62. Synergy scores: CSS=39.1, Synergy_ZIP=3.71, Synergy_Bliss=2.34, Synergy_Loewe=-31.8, Synergy_HSA=-0.299. (4) Drug 1: CC12CCC3C(C1CCC2=O)CC(=C)C4=CC(=O)C=CC34C. Drug 2: CCC1=CC2CC(C3=C(CN(C2)C1)C4=CC=CC=C4N3)(C5=C(C=C6C(=C5)C78CCN9C7C(C=CC9)(C(C(C8N6C)(C(=O)OC)O)OC(=O)C)CC)OC)C(=O)OC.C(C(C(=O)O)O)(C(=O)O)O. Cell line: SNB-19. Synergy scores: CSS=47.1, Synergy_ZIP=0.451, Synergy_Bliss=-0.565, Synergy_Loewe=0.0444, Synergy_HSA=2.88. (5) Drug 1: CC(C)(C#N)C1=CC(=CC(=C1)CN2C=NC=N2)C(C)(C)C#N. Synergy scores: CSS=-1.21, Synergy_ZIP=-1.20, Synergy_Bliss=-4.97, Synergy_Loewe=-5.05, Synergy_HSA=-6.28. Drug 2: C(CC(=O)O)C(=O)CN.Cl. Cell line: ACHN. (6) Drug 1: CN1CCC(CC1)COC2=C(C=C3C(=C2)N=CN=C3NC4=C(C=C(C=C4)Br)F)OC. Drug 2: CC12CCC3C(C1CCC2O)C(CC4=C3C=CC(=C4)O)CCCCCCCCCS(=O)CCCC(C(F)(F)F)(F)F. Cell line: T-47D. Synergy scores: CSS=20.8, Synergy_ZIP=-3.90, Synergy_Bliss=1.85, Synergy_Loewe=3.50, Synergy_HSA=4.98. (7) Drug 1: CNC(=O)C1=CC=CC=C1SC2=CC3=C(C=C2)C(=NN3)C=CC4=CC=CC=N4. Drug 2: CC1CCC2CC(C(=CC=CC=CC(CC(C(=O)C(C(C(=CC(C(=O)CC(OC(=O)C3CCCCN3C(=O)C(=O)C1(O2)O)C(C)CC4CCC(C(C4)OC)O)C)C)O)OC)C)C)C)OC. Cell line: HS 578T. Synergy scores: CSS=36.6, Synergy_ZIP=10.3, Synergy_Bliss=11.4, Synergy_Loewe=0.603, Synergy_HSA=10.4.